From a dataset of Reaction yield outcomes from USPTO patents with 853,638 reactions. Predict the reaction yield, written as a fraction of the theoretical maximum amount of product (1.0 means a 100% yield; for example, 0.34 means a 34% yield). (1) The reactants are [CH2:1]([N:3]([CH2:16][CH3:17])[C:4](=[O:15])[C:5]1[CH:10]=[CH:9][C:8]([O:11][CH3:12])=[CH:7][C:6]=1OC)[CH3:2].[C:18]1(B2OCC(C)(C)CO2)[CH:23]=[CH:22][CH:21]=[CH:20][CH:19]=1. The catalyst is C1(C)C=CC=CC=1. The product is [CH2:16]([N:3]([CH2:1][CH3:2])[C:4](=[O:15])[C:5]1[CH:10]=[CH:9][C:8]([O:11][CH3:12])=[CH:7][C:6]=1[C:18]1[CH:23]=[CH:22][CH:21]=[CH:20][CH:19]=1)[CH3:17]. The yield is 0.890. (2) The reactants are [C:1]1([C@H:11]([NH:13][CH2:14]/[CH:15]=[CH:16]/[C:17]2[CH:22]=[CH:21][CH:20]=[C:19]([C:23]([F:26])([F:25])[F:24])[CH:18]=2)[CH3:12])[C:10]2[C:5](=[CH:6][CH:7]=[CH:8][CH:9]=2)[CH:4]=[CH:3][CH:2]=1.[ClH:27]. The catalyst is CC(OC)(C)C. The product is [ClH:27].[C:1]1([C@H:11]([NH:13][CH2:14]/[CH:15]=[CH:16]/[C:17]2[CH:22]=[CH:21][CH:20]=[C:19]([C:23]([F:24])([F:25])[F:26])[CH:18]=2)[CH3:12])[C:10]2[C:5](=[CH:6][CH:7]=[CH:8][CH:9]=2)[CH:4]=[CH:3][CH:2]=1. The yield is 0.968. (3) The reactants are FC(F)(F)C(O)=O.C([O:10][CH:11](OCC)[CH2:12][NH:13][C:14]([C:16]1[S:17][C:18]([C:21]2[CH:26]=[CH:25][C:24]([Cl:27])=[CH:23][CH:22]=2)=[CH:19][CH:20]=1)=[O:15])C. The catalyst is O. The product is [O:10]=[CH:11][CH2:12][NH:13][C:14]([C:16]1[S:17][C:18]([C:21]2[CH:26]=[CH:25][C:24]([Cl:27])=[CH:23][CH:22]=2)=[CH:19][CH:20]=1)=[O:15]. The yield is 0.950. (4) The reactants are C(OP([CH2:9][C:10]([O:12][CH2:13][CH3:14])=[O:11])(OCC)=O)C.[H-].[Na+].[F:17][C:18]1[CH:25]=[C:24]([O:26][CH3:27])[CH:23]=[C:22]([F:28])[C:19]=1[CH:20]=O. The catalyst is O1CCCC1.C(OCC)(=O)C. The product is [F:17][C:18]1[CH:25]=[C:24]([O:26][CH3:27])[CH:23]=[C:22]([F:28])[C:19]=1[CH2:20][CH2:9][C:10]([O:12][CH2:13][CH3:14])=[O:11]. The yield is 0.520. (5) The reactants are [CH3:1][CH:2]([CH3:5])[CH2:3][OH:4].F[C:7]1[CH:12]=[C:11]([N+:13]([O-:15])=[O:14])[C:10]([F:16])=[CH:9][CH:8]=1.[F:17][C:18]1[CH:19]=[CH:20][C:21]([O:25][CH2:26][CH:27]([CH3:29])[CH3:28])=[C:22]([CH:24]=1)[NH2:23].[NH2:30][C:31]1[S:32][CH:33]=[CH:34][N:35]=1. No catalyst specified. The product is [F:16][C:10]1[C:11]([N+:13]([O-:15])=[O:14])=[CH:12][C:7]([O:4][CH2:3][CH:2]([CH3:5])[CH3:1])=[CH:8][CH:9]=1.[F:17][C:18]1[CH:19]=[CH:20][C:21]([O:25][CH2:26][CH:27]([CH3:29])[CH3:28])=[C:22]([NH:23][C:3]([NH:30][C:31]2[S:32][CH:33]=[CH:34][N:35]=2)=[O:4])[CH:24]=1. The yield is 0.780. (6) The reactants are [CH2:1]([C:3]1[CH:4]=[C:5]2[C:9](=[CH:10][CH:11]=1)[N:8](S(C1C=CC=CC=1)(=O)=O)[CH2:7][CH2:6]2)[CH3:2].[OH-].[Na+]. The catalyst is Br. The product is [CH2:1]([C:3]1[CH:4]=[C:5]2[C:9](=[CH:10][CH:11]=1)[NH:8][CH2:7][CH2:6]2)[CH3:2]. The yield is 0.320. (7) The reactants are Cl.[C:2](=[NH:10])([NH2:9])[C:3]1[CH:8]=[CH:7][CH:6]=[N:5][CH:4]=1.[Cl:11][C:12]1[CH:19]=[C:18]([F:20])[CH:17]=[CH:16][C:13]=1[CH:14]=O.O=[C:22]([CH3:29])[CH2:23][C:24]([O:26][CH2:27][CH3:28])=[O:25]. No catalyst specified. The product is [Cl:11][C:12]1[CH:19]=[C:18]([F:20])[CH:17]=[CH:16][C:13]=1[CH:14]1[C:23]([C:24]([O:26][CH2:27][CH3:28])=[O:25])=[C:22]([CH3:29])[NH:9][C:2]([C:3]2[CH:4]=[N:5][CH:6]=[CH:7][CH:8]=2)=[N:10]1. The yield is 0.500. (8) The reactants are [CH:1]1([C:4]2[N:8]([C:9]([O:11][C:12]([CH3:15])([CH3:14])[CH3:13])=[O:10])[C:7]3[CH:16]=[C:17]([C:22]4[C:23]([CH3:28])=[N:24][O:25][C:26]=4[CH3:27])[CH:18]=[C:19]([CH:20]=[O:21])[C:6]=3[N:5]=2)[CH2:3][CH2:2]1.C(B([CH2:34][CH3:35])CC)C.[C:36]([O:40]O)(C)(C)[CH3:37]. The catalyst is C1COCC1. The product is [CH:1]1([C:4]2[N:8]([C:9]([O:11][C:12]([CH3:15])([CH3:14])[CH3:13])=[O:10])[C:7]3[CH:16]=[C:17]([C:22]4[C:23]([CH3:28])=[N:24][O:25][C:26]=4[CH3:27])[CH:18]=[C:19]([CH:20]([OH:21])[CH:35]4[CH2:34][CH2:37][CH2:36][O:40]4)[C:6]=3[N:5]=2)[CH2:2][CH2:3]1. The yield is 0.530. (9) The reactants are [Cl:1][C:2]1[C:7]([C:8](O)=[O:9])=[C:6]([F:11])[C:5]([O:12][CH3:13])=[CH:4][CH:3]=1.CC#[N:16]. No catalyst specified. The product is [Cl:1][C:2]1[C:7]([C:8]([NH2:16])=[O:9])=[C:6]([F:11])[C:5]([O:12][CH3:13])=[CH:4][CH:3]=1. The yield is 0.850.